Dataset: Reaction yield outcomes from USPTO patents with 853,638 reactions. Task: Predict the reaction yield, written as a fraction of the theoretical maximum amount of product (1.0 means a 100% yield; for example, 0.34 means a 34% yield). (1) The reactants are C(OC([N:8]1[CH2:13][CH2:12][C:11]2([CH2:18][CH2:17][CH:16]([O:19][C:20]3[CH:25]=[CH:24][C:23]([Cl:26])=[C:22]([Cl:27])[CH:21]=3)[CH2:15][CH2:14]2)[CH2:10][CH2:9]1)=O)(C)(C)C.[F:28][C:29]([F:34])([F:33])[C:30]([OH:32])=[O:31]. The catalyst is ClCCl. The product is [F:28][C:29]([F:34])([F:33])[C:30]([OH:32])=[O:31].[Cl:27][C:22]1[CH:21]=[C:20]([CH:25]=[CH:24][C:23]=1[Cl:26])[O:19][CH:16]1[CH2:15][CH2:14][C:11]2([CH2:10][CH2:9][NH:8][CH2:13][CH2:12]2)[CH2:18][CH2:17]1. The yield is 0.630. (2) The catalyst is ClCCl. The reactants are [OH:1][N:2]=[C:3]([C:5]1[S:9][C:8]([O:10][C:11]2[CH:12]=[N:13][C:14]([O:17][CH:18]([CH3:20])[CH3:19])=[CH:15][CH:16]=2)=[N:7][CH:6]=1)[NH2:4].[C:21]([NH:28][C@H:29]([C:31](O)=[O:32])[CH3:30])([O:23][C:24]([CH3:27])([CH3:26])[CH3:25])=[O:22].C(N=C=NCCCN(C)C)C. The yield is 0.830. The product is [NH2:4]/[C:3](=[N:2]\[O:1][C:31](=[O:32])[CH:29]([NH:28][C:21](=[O:22])[O:23][C:24]([CH3:26])([CH3:25])[CH3:27])[CH3:30])/[C:5]1[S:9][C:8]([O:10][C:11]2[CH:12]=[N:13][C:14]([O:17][CH:18]([CH3:20])[CH3:19])=[CH:15][CH:16]=2)=[N:7][CH:6]=1. (3) The reactants are [CH3:1][O:2][C:3]1[CH:4]=[C:5](B(O)O)[CH:6]=[CH:7][CH:8]=1.Br[C:13]1[CH:14]=[CH:15][C:16]([F:22])=[C:17]([N+:19]([O-:21])=[O:20])[CH:18]=1.C(=O)([O-])[O-].[Na+].[Na+]. The catalyst is C1(C)C=CC=CC=1.O.C1C=CC([P]([Pd]([P](C2C=CC=CC=2)(C2C=CC=CC=2)C2C=CC=CC=2)([P](C2C=CC=CC=2)(C2C=CC=CC=2)C2C=CC=CC=2)[P](C2C=CC=CC=2)(C2C=CC=CC=2)C2C=CC=CC=2)(C2C=CC=CC=2)C2C=CC=CC=2)=CC=1. The product is [F:22][C:16]1[CH:15]=[CH:14][C:13]([C:5]2[CH:6]=[CH:7][CH:8]=[C:3]([O:2][CH3:1])[CH:4]=2)=[CH:18][C:17]=1[N+:19]([O-:21])=[O:20]. The yield is 0.770. (4) The reactants are C([O:5][C:6](=O)[CH2:7][C:8]1[N:16]2[C:11]([CH:12]=[CH:13][C:14]([CH2:17][N:18]([CH3:20])[CH3:19])=[CH:15]2)=[CH:10][C:9]=1[CH3:21])(C)(C)C.FC(F)(F)C(O)=O.C(C1NC=CN=1)(C1[NH:33]C=CN=1)=O. The catalyst is C(Cl)Cl. The product is [CH3:19][N:18]([CH2:17][C:14]1[CH:13]=[CH:12][C:11]2[N:16]([C:8]([CH2:7][C:6]([NH2:33])=[O:5])=[C:9]([CH3:21])[CH:10]=2)[CH:15]=1)[CH3:20]. The yield is 0.910. (5) The reactants are [Br:1][C:2]1[CH:8]=[C:7]([C:9]([F:15])([F:14])[C:10]([F:13])([F:12])[F:11])[CH:6]=[C:5]([C:16]([F:19])([F:18])[F:17])[C:3]=1[NH2:4].[N+:20]([C:23]1[CH:24]=[C:25]([CH:29]=[CH:30][CH:31]=1)[C:26](Cl)=[O:27])([O-:22])=[O:21].O.C(OCC)(=O)C. The catalyst is N1C=CC=CC=1. The product is [Br:1][C:2]1[CH:8]=[C:7]([C:9]([F:14])([F:15])[C:10]([F:13])([F:12])[F:11])[CH:6]=[C:5]([C:16]([F:17])([F:18])[F:19])[C:3]=1[NH:4][C:26](=[O:27])[C:25]1[CH:29]=[CH:30][CH:31]=[C:23]([N+:20]([O-:22])=[O:21])[CH:24]=1. The yield is 0.0600. (6) The reactants are Cl[CH2:2][C:3](Cl)=[O:4].[N+:6]([C:9]1[CH:14]=[CH:13][C:12]([OH:15])=[C:11]([NH2:16])[CH:10]=1)([O-:8])=[O:7].C([O-])(O)=O.[Na+]. The catalyst is [Cl-].C([N+](C)(C)C)C1C=CC=CC=1.C(Cl)(Cl)Cl. The product is [N+:6]([C:9]1[CH:14]=[CH:13][C:12]2[O:15][CH2:2][C:3](=[O:4])[NH:16][C:11]=2[CH:10]=1)([O-:8])=[O:7]. The yield is 0.410.